This data is from Forward reaction prediction with 1.9M reactions from USPTO patents (1976-2016). The task is: Predict the product of the given reaction. (1) The product is: [NH2:27][C:20]1[N:21]=[C:22]([S:24][CH2:26][CH2:39][NH:40][C:41]([NH2:43])=[O:42])[CH:23]=[C:18]([C:6]2[C:5]([Cl:4])=[CH:17][C:9]3[CH2:10][O:11][CH2:12][C:13]4[C:8]=3[C:7]=2[CH:16]=[CH:15][CH:14]=4)[N:19]=1. Given the reactants S.[Na].Cl.[Cl:4][C:5]1[C:6]([C:18]2[CH:23]=[C:22]([S:24]([CH3:26])=O)[N:21]=[C:20]([NH2:27])[N:19]=2)=[C:7]2[CH:16]=[CH:15][CH:14]=[C:13]3[C:8]2=[C:9]([CH:17]=1)[CH2:10][O:11][CH2:12]3.C(N(CC)C(C)C)(C)C.ClC[CH2:39][NH:40][C:41]([NH2:43])=[O:42], predict the reaction product. (2) Given the reactants [CH2:1]([O:8][C:9]1[CH:14]=[CH:13][CH:12]=[CH:11][C:10]=1[CH2:15]O)[C:2]1[CH:7]=[CH:6][CH:5]=[CH:4][CH:3]=1.S(Cl)([Cl:19])=O, predict the reaction product. The product is: [CH2:1]([O:8][C:9]1[CH:14]=[CH:13][CH:12]=[CH:11][C:10]=1[CH2:15][Cl:19])[C:2]1[CH:7]=[CH:6][CH:5]=[CH:4][CH:3]=1. (3) Given the reactants [F:1][C:2]1[N:7]=[CH:6][C:5]([C:8]2[C:17]([N:18]([CH:20]([CH3:22])[CH3:21])[CH3:19])=[N:16][C:15]3[C:10](=[CH:11][CH:12]=[C:13]([C:23]([O:25]C)=[O:24])[CH:14]=3)[N:9]=2)=[CH:4][CH:3]=1.O[Li].O.Cl, predict the reaction product. The product is: [F:1][C:2]1[N:7]=[CH:6][C:5]([C:8]2[C:17]([N:18]([CH:20]([CH3:22])[CH3:21])[CH3:19])=[N:16][C:15]3[C:10](=[CH:11][CH:12]=[C:13]([C:23]([OH:25])=[O:24])[CH:14]=3)[N:9]=2)=[CH:4][CH:3]=1. (4) Given the reactants Br[C:2]1[CH:11]=[CH:10][C:5]([O:6][CH2:7][CH2:8][OH:9])=[C:4]([Cl:12])[CH:3]=1.[I-:13].[Na+].CN(C)CCN.N, predict the reaction product. The product is: [Cl:12][C:4]1[CH:3]=[C:2]([I:13])[CH:11]=[CH:10][C:5]=1[O:6][CH2:7][CH2:8][OH:9].